From a dataset of Forward reaction prediction with 1.9M reactions from USPTO patents (1976-2016). Predict the product of the given reaction. (1) Given the reactants [Cl:1][C:2]1[CH:7]=[CH:6][C:5]([C:8]2[CH:13]=[C:12]([C:14]([F:17])([F:16])[F:15])[N:11]3[N:18]=[CH:19][C:20]([C:21](O)=[O:22])=[C:10]3[N:9]=2)=[CH:4][CH:3]=1.[N:24]1([S:30]([C:33]2[CH:34]=[C:35]([NH2:39])[CH:36]=[CH:37][CH:38]=2)(=[O:32])=[O:31])[CH2:29][CH2:28][O:27][CH2:26][CH2:25]1, predict the reaction product. The product is: [N:24]1([S:30]([C:33]2[CH:34]=[C:35]([NH:39][C:21]([C:20]3[CH:19]=[N:18][N:11]4[C:12]([C:14]([F:16])([F:15])[F:17])=[CH:13][C:8]([C:5]5[CH:6]=[CH:7][C:2]([Cl:1])=[CH:3][CH:4]=5)=[N:9][C:10]=34)=[O:22])[CH:36]=[CH:37][CH:38]=2)(=[O:32])=[O:31])[CH2:25][CH2:26][O:27][CH2:28][CH2:29]1. (2) Given the reactants Cl[C:2]1[CH:7]=[C:6]([C:8]2[CH:13]=[C:12]([Cl:14])[CH:11]=[CH:10][C:9]=2[CH3:15])[N:5]=[C:4]([NH2:16])[N:3]=1.Cl.[CH3:18][C:19]1[CH:20]=[CH:21][C:22]([NH2:25])=[CH:23][CH:24]=1, predict the reaction product. The product is: [Cl:14][C:12]1[CH:11]=[CH:10][C:9]([CH3:15])=[C:8]([C:6]2[N:5]=[C:4]([NH2:16])[N:3]=[C:2]([NH:25][C:22]3[CH:23]=[CH:24][C:19]([CH3:18])=[CH:20][CH:21]=3)[CH:7]=2)[CH:13]=1. (3) Given the reactants [CH:1]12[O:6][CH:2]1[CH2:3][CH2:4][CH2:5]2.[CH2:7]([NH2:14])[C:8]1[CH:13]=[CH:12][CH:11]=[CH:10][CH:9]=1, predict the reaction product. The product is: [CH2:7]([NH:14][C@@H:2]1[CH2:3][CH2:4][CH2:5][C@H:1]1[OH:6])[C:8]1[CH:13]=[CH:12][CH:11]=[CH:10][CH:9]=1. (4) Given the reactants [CH3:1][C:2]([C:4]1[CH:9]=[CH:8][C:7](Br)=[CH:6][CH:5]=1)=[O:3].[CH3:11][CH2:12][N:13]([CH2:16][CH2:17][OH:18])[CH2:14][CH3:15].C([O-])([O-])=O.[K+].[K+], predict the reaction product. The product is: [CH2:12]([N:13]([CH2:14][CH3:15])[CH2:16][CH2:17][O:18][C:7]1[CH:8]=[CH:9][C:4]([C:2](=[O:3])[CH3:1])=[CH:5][CH:6]=1)[CH3:11].